Dataset: Reaction yield outcomes from USPTO patents with 853,638 reactions. Task: Predict the reaction yield, written as a fraction of the theoretical maximum amount of product (1.0 means a 100% yield; for example, 0.34 means a 34% yield). (1) The reactants are Cl.[CH2:2]1[C:10]2[C:5](=[C:6]([N:11]3[CH2:16][CH2:15][NH:14][CH2:13][CH2:12]3)[CH:7]=[CH:8][CH:9]=2)[CH2:4][CH2:3]1.[C:17]([O:21][C:22](=[O:32])[NH:23][C@H:24]1[CH2:29][CH2:28][C@H:27]([CH:30]=O)[CH2:26][CH2:25]1)([CH3:20])([CH3:19])[CH3:18].C(N(CC)CC)C.C(O[BH-](OC(=O)C)OC(=O)C)(=O)C.[Na+].C(=O)([O-])[O-].[K+].[K+]. The catalyst is ClC(Cl)C.O. The product is [C:17]([O:21][C:22](=[O:32])[NH:23][C@H:24]1[CH2:25][CH2:26][C@H:27]([CH2:30][N:14]2[CH2:13][CH2:12][N:11]([C:6]3[CH:7]=[CH:8][CH:9]=[C:10]4[C:5]=3[CH2:4][CH2:3][CH2:2]4)[CH2:16][CH2:15]2)[CH2:28][CH2:29]1)([CH3:20])([CH3:18])[CH3:19]. The yield is 0.822. (2) The reactants are [F:1][C:2]([F:15])([F:14])[CH:3]([C:10]([F:13])([F:12])[F:11])[C@@H:4]([C:6]([O:8][CH3:9])=[O:7])[NH2:5].N1C=CC=CC=1.[Br:22][C:23]1[CH:24]=[C:25]([S:29](Cl)(=[O:31])=[O:30])[S:26][C:27]=1[Cl:28].CCOC(C)=O.CCCCCC. The catalyst is C(Cl)Cl. The product is [Br:22][C:23]1[CH:24]=[C:25]([S:29]([NH:5][CH:4]([C:6]([O:8][CH3:9])=[O:7])[CH:3]([C:10]([F:12])([F:11])[F:13])[C:2]([F:14])([F:15])[F:1])(=[O:31])=[O:30])[S:26][C:27]=1[Cl:28]. The yield is 0.831.